From a dataset of Forward reaction prediction with 1.9M reactions from USPTO patents (1976-2016). Predict the product of the given reaction. The product is: [CH3:19][N:21]1[CH2:2][C:3]2[C:4](=[CH:9][CH:10]=[C:11]([N+:13]([O-:15])=[O:14])[CH:12]=2)[C:5]1=[O:6]. Given the reactants Br[CH2:2][C:3]1[CH:12]=[C:11]([N+:13]([O-:15])=[O:14])[CH:10]=[CH:9][C:4]=1[C:5](OC)=[O:6].Cl.CN.[CH2:19]([N:21](CC)CC)C, predict the reaction product.